This data is from Experimentally validated miRNA-target interactions with 360,000+ pairs, plus equal number of negative samples. The task is: Binary Classification. Given a miRNA mature sequence and a target amino acid sequence, predict their likelihood of interaction. The miRNA is hsa-miR-4732-5p with sequence UGUAGAGCAGGGAGCAGGAAGCU. The protein sequence of the target gene is MEPEEERIRYSQRLRGTMRRRYEDDGISDDEIEGKRTFDLEEKLQTNKYNANFVTFMEGKDFNVEYIQRGGLRDPLIFKNSDGLGIKMPDPDFTVNDVKMCVGSRRMVDVMDVNTQKGIEMTMAQWTRYYETPEEEREKLYNVISLEFSHTRLENMVQWPSTVDFIDWVDNMWPRHLKESQTESTNAILEMQYPKVQKYCLISVRGCYTDFHVDFGGTSVWYHIHQGGKVFWLIPPTAHNLELYENWLLSGKQGDIFLGDRVSDCQRIELKQGYTFVIPSGWIHAVYTPTDTLVFGGNFL.... Result: 0 (no interaction).